From a dataset of Reaction yield outcomes from USPTO patents with 853,638 reactions. Predict the reaction yield, written as a fraction of the theoretical maximum amount of product (1.0 means a 100% yield; for example, 0.34 means a 34% yield). (1) The product is [Cl:1][C:2]1[CH:7]=[C:6]([Cl:8])[CH:5]=[CH:4][C:3]=1[C:9](=[O:12])[CH2:10][C:14]1[NH:13][CH:17]=[CH:16][N:15]=1. The yield is 0.900. The reactants are [Cl:1][C:2]1[CH:7]=[C:6]([Cl:8])[CH:5]=[CH:4][C:3]=1[C:9](=[O:12])[CH2:10]Cl.[NH:13]1[CH:17]=[CH:16][N:15]=[CH:14]1. The catalyst is CC#N.ClCCl.O. (2) The reactants are [N:1]1[C:6]2[O:7][CH2:8][CH2:9][O:10][C:5]=2[CH:4]=[C:3]([C:11]#N)[N:2]=1.C(=O)([O-])[O-:14].[Cs+].[Cs+].Cl.[CH2:20]([OH:24])[CH2:21][CH2:22][CH3:23]. No catalyst specified. The product is [N:1]1[C:6]2[O:7][CH2:8][CH2:9][O:10][C:5]=2[CH:4]=[C:3]([C:11]([O:24][CH2:20][CH2:21][CH2:22][CH3:23])=[O:14])[N:2]=1. The yield is 0.770. (3) The catalyst is ClCCl. The yield is 0.950. The reactants are [F:1][C:2]1[CH:7]=[CH:6][C:5]([CH2:8][NH2:9])=[C:4]([I:10])[CH:3]=1.[C:11](O[C:11]([O:13][C:14]([CH3:17])([CH3:16])[CH3:15])=[O:12])([O:13][C:14]([CH3:17])([CH3:16])[CH3:15])=[O:12].C(N(CC)CC)C. The product is [F:1][C:2]1[CH:7]=[CH:6][C:5]([CH2:8][NH:9][C:11](=[O:12])[O:13][C:14]([CH3:17])([CH3:16])[CH3:15])=[C:4]([I:10])[CH:3]=1.